From a dataset of Catalyst prediction with 721,799 reactions and 888 catalyst types from USPTO. Predict which catalyst facilitates the given reaction. (1) Reactant: [CH2:1]([P:4]([CH2:11][CH2:12][CH2:13][CH3:14])(=[O:10])[O:5]CCCC)[CH2:2][CH3:3].O. Product: [CH2:1]([P:4]([CH2:11][CH2:12][CH2:13][CH3:14])(=[O:5])[OH:10])[CH2:2][CH3:3]. The catalyst class is: 729. (2) Reactant: Cl[C:2]1[N:7]=[C:6]([C:8]2[N:12]3[CH:13]=[CH:14][CH:15]=[CH:16][C:11]3=[N:10][C:9]=2[C:17]2[CH:18]=[CH:19][C:20]([O:34][CH2:35][CH3:36])=[C:21]([CH:33]=2)[C:22]([NH:24][C:25]2[C:30]([F:31])=[CH:29][CH:28]=[CH:27][C:26]=2[F:32])=[O:23])[CH:5]=[CH:4][N:3]=1.[CH2:37]([C:39]1[C:40]([N:49]2[CH2:54][CH2:53][CH:52]([CH2:55][CH2:56][S:57]([CH3:60])(=[O:59])=[O:58])[CH2:51][CH2:50]2)=[CH:41][C:42]([O:46][CH2:47][CH3:48])=[C:43]([CH:45]=1)[NH2:44])[CH3:38].Cl.O1CCOCC1.N. Product: [F:32][C:26]1[CH:27]=[CH:28][CH:29]=[C:30]([F:31])[C:25]=1[NH:24][C:22](=[O:23])[C:21]1[CH:33]=[C:17]([C:9]2[N:10]=[C:11]3[CH:16]=[CH:15][CH:14]=[CH:13][N:12]3[C:8]=2[C:6]2[CH:5]=[CH:4][N:3]=[C:2]([NH:44][C:43]3[CH:45]=[C:39]([CH2:37][CH3:38])[C:40]([N:49]4[CH2:50][CH2:51][CH:52]([CH2:55][CH2:56][S:57]([CH3:60])(=[O:59])=[O:58])[CH2:53][CH2:54]4)=[CH:41][C:42]=3[O:46][CH2:47][CH3:48])[N:7]=2)[CH:18]=[CH:19][C:20]=1[O:34][CH2:35][CH3:36]. The catalyst class is: 5. (3) Reactant: [Cl:1][C:2]1[C:27]([OH:28])=[CH:26][C:5]2[C:6]([C:9]3[C:10]([CH2:23][CH2:24][CH3:25])=[N:11][CH:12]=[CH:13][C:14]=3OC3C=CC(Cl)=CC=3)=[N:7][O:8][C:4]=2[CH:3]=1.Br[CH2:30][C:31]([O:33]C)=[O:32].[C:35](=[O:38])([O-])[O-].[Cs+].[Cs+]. Product: [Cl:1][C:2]1[C:27]([O:28][CH2:30][C:31]([OH:33])=[O:32])=[CH:26][C:5]2[C:6]([C:9]3[C:10]([CH2:23][CH2:24][CH3:25])=[N:11][C:12]([O:38][C:35]4[CH:26]=[CH:27][C:2]([Cl:1])=[CH:3][CH:4]=4)=[CH:13][CH:14]=3)=[N:7][O:8][C:4]=2[CH:3]=1. The catalyst class is: 39.